This data is from Catalyst prediction with 721,799 reactions and 888 catalyst types from USPTO. The task is: Predict which catalyst facilitates the given reaction. (1) Reactant: [CH2:1]([O:8][C:9]1[CH:10]=[C:11]2[C:15](=[CH:16][CH:17]=1)[NH:14][CH:13]=[CH:12]2)[C:2]1[CH:7]=[CH:6][CH:5]=[CH:4][CH:3]=1.[NH2:18][C:19]1[N:24]=[C:23](Cl)[CH:22]=[CH:21][N:20]=1.C(=O)([O-])[O-].[Cs+].[Cs+].O. Product: [CH2:1]([O:8][C:9]1[CH:10]=[C:11]2[C:15](=[CH:16][CH:17]=1)[N:14]([C:21]1[CH:22]=[CH:23][N:24]=[C:19]([NH2:18])[N:20]=1)[CH:13]=[CH:12]2)[C:2]1[CH:3]=[CH:4][CH:5]=[CH:6][CH:7]=1. The catalyst class is: 37. (2) Reactant: [F:1][C:2]([F:32])([F:31])[C:3]1[CH:4]=[C:5]([CH:28]=[CH:29][CH:30]=1)[CH2:6][NH:7][C:8](=[O:27])[C:9]1[CH:14]=[CH:13][N:12]=[C:11]([C:15]2[CH:20]=[C:19]([S:21][CH2:22][CH3:23])[CH:18]=[CH:17][C:16]=2[N+:24]([O-])=O)[CH:10]=1. Product: [F:32][C:2]([F:1])([F:31])[C:3]1[CH:4]=[C:5]([CH:28]=[CH:29][CH:30]=1)[CH2:6][NH:7][C:8](=[O:27])[C:9]1[CH:14]=[CH:13][N:12]=[C:11]([C:15]2[CH:20]=[C:19]([S:21][CH2:22][CH3:23])[CH:18]=[CH:17][C:16]=2[NH2:24])[CH:10]=1. The catalyst class is: 19. (3) Reactant: CC(C)([O-])C.[K+].CS([C:11]1[N:12]([C@H:24]([CH3:38])[CH2:25][CH2:26][NH:27]C(=O)OCC2C=CC=CC=2)[C:13]2[C:22]3[CH:21]=[CH:20][CH:19]=[CH:18][C:17]=3[N:16]=[CH:15][C:14]=2[N:23]=1)(=O)=O.C(Cl)Cl.O. Product: [CH3:38][C@@H:24]1[N:12]2[C:13]3[C:22]4[C:17](=[CH:18][CH:19]=[CH:20][CH:21]=4)[N:16]=[CH:15][C:14]=3[N:23]=[C:11]2[NH:27][CH2:26][CH2:25]1. The catalyst class is: 1.